The task is: Predict the reaction yield, written as a fraction of the theoretical maximum amount of product (1.0 means a 100% yield; for example, 0.34 means a 34% yield).. This data is from Reaction yield outcomes from USPTO patents with 853,638 reactions. (1) The reactants are ON=[CH:3][C:4]([NH:6][C:7]1[CH:8]=[C:9]2[C:13](=[CH:14][CH:15]=1)[CH2:12][CH2:11][CH2:10]2)=[O:5].S(=O)(=O)(O)[OH:17]. No catalyst specified. The product is [NH:6]1[C:7]2[C:15](=[CH:14][C:13]3[CH2:12][CH2:11][CH2:10][C:9]=3[CH:8]=2)[C:3](=[O:17])[C:4]1=[O:5]. The yield is 0.770. (2) The reactants are [C:1]([O:5][C:6](=[O:37])[NH:7][CH:8]1[CH2:13][CH2:12][N:11]([CH2:14][CH2:15][O:16][C:17]2[CH:18]=[N:19][C:20]3[C:25]([C:26]=2[O:27]CC2C=CC=CC=2)=[N:24][C:23]([O:35][CH3:36])=[CH:22][CH:21]=3)[CH2:10][CH2:9]1)([CH3:4])([CH3:3])[CH3:2]. The catalyst is [Pd].CO. The product is [C:1]([O:5][C:6](=[O:37])[NH:7][CH:8]1[CH2:9][CH2:10][N:11]([CH2:14][CH2:15][O:16][C:17]2[CH:18]=[N:19][C:20]3[C:25]([C:26]=2[OH:27])=[N:24][C:23]([O:35][CH3:36])=[CH:22][CH:21]=3)[CH2:12][CH2:13]1)([CH3:4])([CH3:3])[CH3:2]. The yield is 0.910. (3) The reactants are CCN(C(C)C)C(C)C.[CH3:10][O:11][C:12]1[CH:27]=[C:26]([O:28][CH3:29])[CH:25]=[CH:24][C:13]=1[CH2:14][NH:15][C:16]1[CH:21]=[C:20]([I:22])[C:19]([CH3:23])=[CH:18][N:17]=1.[CH:30]1([C:33](Cl)=[O:34])[CH2:32][CH2:31]1. The catalyst is C1COCC1. The product is [CH3:10][O:11][C:12]1[CH:27]=[C:26]([O:28][CH3:29])[CH:25]=[CH:24][C:13]=1[CH2:14][N:15]([C:16]1[CH:21]=[C:20]([I:22])[C:19]([CH3:23])=[CH:18][N:17]=1)[C:33]([CH:30]1[CH2:32][CH2:31]1)=[O:34]. The yield is 0.800. (4) The reactants are [CH3:1][C:2]1[C:10]([C:11]2[CH:12]=[C:13]([NH:20][C:21]3[CH:26]=[CH:25][CH:24]=[C:23]([N:27]4[CH2:31][CH2:30][CH2:29][C@@H:28]4[CH3:32])[N:22]=3)[C:14]3[N:15]([CH:17]=[CH:18][N:19]=3)[N:16]=2)=[CH:9][CH:8]=[CH:7][C:3]=1[C:4]([O-:6])=[O:5].[OH-].[Na+]. The catalyst is O1CCOCC1.O. The yield is 0.590. The product is [CH3:1][C:2]1[C:10]([C:11]2[CH:12]=[C:13]([NH:20][C:21]3[CH:26]=[CH:25][CH:24]=[C:23]([N:27]4[CH2:31][CH2:30][CH2:29][C@@H:28]4[CH3:32])[N:22]=3)[C:14]3[N:15]([CH:17]=[CH:18][N:19]=3)[N:16]=2)=[CH:9][CH:8]=[CH:7][C:3]=1[C:4]([OH:6])=[O:5]. (5) The reactants are [C:1]([C:5]1[CH:10]=[CH:9][C:8]([N:11]2[C@@H:15]([C:16]3[C:17]([F:30])=[CH:18][C:19]4[N:23]=[C:22]([C@@H:24]5[CH2:28][CH2:27][CH2:26][NH:25]5)[NH:21][C:20]=4[CH:29]=3)[CH2:14][CH2:13][C@@H:12]2[C:31]2[C:32]([F:45])=[CH:33][C:34]3[N:38]=[C:37]([C@@H:39]4[CH2:43][CH2:42][CH2:41][NH:40]4)[NH:36][C:35]=3[CH:44]=2)=[CH:7][CH:6]=1)([CH3:4])([CH3:3])[CH3:2].C[N:47]1[CH2:52][CH2:51][O:50]CC1.[CH3:53][O:54][C:55]([NH:57][C@@H:58]([CH:62]([CH3:64])[CH3:63])[C:59](O)=[O:60])=[O:56].C(Cl)CCl.[CH:69]1[CH:70]=CC2N(O)N=NC=2[CH:74]=1.C[CH2:80][O:81][C:82](C)=[O:83]. The catalyst is CN(C=O)C. The product is [C:1]([C:5]1[CH:6]=[CH:7][C:8]([N:11]2[C@@H:15]([C:16]3[C:17]([F:30])=[CH:18][C:19]4[N:23]=[C:22]([C@@H:24]5[CH2:28][CH2:27][CH2:26][N:25]5[C:51](=[O:50])[C@@H:52]([NH:47][C:82]([O:81][CH3:80])=[O:83])[CH:69]([CH3:70])[CH3:74])[NH:21][C:20]=4[CH:29]=3)[CH2:14][CH2:13][C@@H:12]2[C:31]2[C:32]([F:45])=[CH:33][C:34]3[NH:38][C:37]([C@@H:39]4[CH2:43][CH2:42][CH2:41][N:40]4[C:59](=[O:60])[C@@H:58]([NH:57][C:55](=[O:56])[O:54][CH3:53])[CH:62]([CH3:64])[CH3:63])=[N:36][C:35]=3[CH:44]=2)=[CH:9][CH:10]=1)([CH3:4])([CH3:2])[CH3:3]. The yield is 0.180. (6) The product is [Cl:1][C:2]1[CH:7]=[CH:6][N:5]=[C:4]([NH:8][C:9](=[O:14])[C:10]([CH3:13])([CH3:12])[CH3:11])[CH:3]=1. The yield is 0.990. The catalyst is N1C=CC=CC=1. The reactants are [Cl:1][C:2]1[CH:7]=[CH:6][N:5]=[C:4]([NH2:8])[CH:3]=1.[C:9](Cl)(=[O:14])[C:10]([CH3:13])([CH3:12])[CH3:11].O. (7) The reactants are [Cl:1][C:2]1[CH:7]=[CH:6][C:5]([C:8]2[C:13]3[O:14][C@:15]([CH2:19]OS(C4C=CC(C)=CC=4)(=O)=O)([CH3:18])[CH2:16][O:17][C:12]=3[CH:11]=[CH:10][CH:9]=2)=[CH:4][CH:3]=1.[N-:31]=[N+:32]=[N-:33].[Na+]. No catalyst specified. The product is [N:31]([CH2:19][C@:15]1([CH3:18])[O:14][C:13]2[C:8]([C:5]3[CH:6]=[CH:7][C:2]([Cl:1])=[CH:3][CH:4]=3)=[CH:9][CH:10]=[CH:11][C:12]=2[O:17][CH2:16]1)=[N+:32]=[N-:33]. The yield is 0.940. (8) The reactants are [C:1]([O:4][CH2:5][CH:6]1[CH2:10][CH2:9][C:8]([CH2:20][O:21][Si:22]([C:25]([CH3:28])([CH3:27])[CH3:26])([CH3:24])[CH3:23])([CH2:11][O:12][Si:13]([C:16]([CH3:19])([CH3:18])[CH3:17])([CH3:15])[CH3:14])[N:7]1CC1C=CC=CC=1)(=[O:3])[CH3:2]. The catalyst is C(O)C.[OH-].[Pd+2].[OH-]. The product is [C:1]([O:4][CH2:5][CH:6]1[CH2:10][CH2:9][C:8]([CH2:20][O:21][Si:22]([C:25]([CH3:28])([CH3:27])[CH3:26])([CH3:23])[CH3:24])([CH2:11][O:12][Si:13]([C:16]([CH3:18])([CH3:19])[CH3:17])([CH3:14])[CH3:15])[NH:7]1)(=[O:3])[CH3:2]. The yield is 0.950.